Predict the reactants needed to synthesize the given product. From a dataset of Full USPTO retrosynthesis dataset with 1.9M reactions from patents (1976-2016). (1) Given the product [C:2]([C:6]1[CH:7]=[CH:8][C:9]([C@@H:12]([NH:14][C:28]([C:24]2[CH:23]=[C:22]3[C:27](=[CH:26][CH:25]=2)[N:19]([CH2:18][C:17]2[CH:33]=[C:34]([CH:35]=[CH:36][C:16]=2[Cl:15])[O:37][C@@H:38]([CH3:43])[C:39]([O:41][CH3:42])=[O:40])[C:20]([CH3:32])=[C:21]3[CH3:31])=[O:29])[CH3:13])=[CH:10][CH:11]=1)([CH3:5])([CH3:3])[CH3:4], predict the reactants needed to synthesize it. The reactants are: Cl.[C:2]([C:6]1[CH:11]=[CH:10][C:9]([C@@H:12]([NH2:14])[CH3:13])=[CH:8][CH:7]=1)([CH3:5])([CH3:4])[CH3:3].[Cl:15][C:16]1[CH:36]=[CH:35][C:34]([O:37][C@@H:38]([CH3:43])[C:39]([O:41][CH3:42])=[O:40])=[CH:33][C:17]=1[CH2:18][N:19]1[C:27]2[C:22](=[CH:23][C:24]([C:28](O)=[O:29])=[CH:25][CH:26]=2)[C:21]([CH3:31])=[C:20]1[CH3:32]. (2) The reactants are: [I:1][C:2](=[CH:4][CH2:5][C@H:6]([C:8]1[CH:9]=[C:10]2[C:15](=[CH:16][CH:17]=1)[N:14]=[CH:13][CH:12]=[CH:11]2)O)[CH3:3].C1(P([N:32]=[N+:33]=[N-:34])(C2C=CC=CC=2)=O)C=CC=CC=1.N12CCCN=C1CCCCC2. Given the product [N:32]([C@H:6]([C:8]1[CH:9]=[C:10]2[C:15](=[CH:16][CH:17]=1)[N:14]=[CH:13][CH:12]=[CH:11]2)[CH2:5][CH:4]=[C:2]([I:1])[CH3:3])=[N+:33]=[N-:34], predict the reactants needed to synthesize it.